Dataset: Reaction yield outcomes from USPTO patents with 853,638 reactions. Task: Predict the reaction yield, written as a fraction of the theoretical maximum amount of product (1.0 means a 100% yield; for example, 0.34 means a 34% yield). (1) The reactants are OC(C(F)(F)F)=O.[CH3:8][NH:9][C:10]1[CH:11]=[N:12][CH:13]=[CH:14][C:15]=1[N:16]1[CH2:21][CH2:20][CH2:19][CH2:18][CH:17]1[CH3:22].CCN(C(C)C)C(C)C.[Cl:32][C:33]1[CH:34]=[C:35]([CH:39]=[C:40]([Cl:42])[CH:41]=1)[C:36](Cl)=[O:37]. The catalyst is C(Cl)Cl. The product is [ClH:32].[Cl:32][C:33]1[CH:34]=[C:35]([CH:39]=[C:40]([Cl:42])[CH:41]=1)[C:36]([N:9]([CH3:8])[C:10]1[CH:11]=[N:12][CH:13]=[CH:14][C:15]=1[N:16]1[CH2:21][CH2:20][CH2:19][CH2:18][CH:17]1[CH3:22])=[O:37]. The yield is 0.160. (2) The reactants are [NH2:1][C@H:2]([CH2:19][CH3:20])[CH2:3][N:4]1[CH:8]=[CH:7][C:6]([C:9]2[CH:16]=[CH:15][C:12]([C:13]#[N:14])=[C:11]([Cl:17])[C:10]=2[CH3:18])=[N:5]1.[C:21]([C:24]1[S:25][CH:26]=[C:27]([C:29](O)=[O:30])[N:28]=1)(=[O:23])[CH3:22]. No catalyst specified. The product is [C:21]([C:24]1[S:25][CH:26]=[C:27]([C:29]([NH:1][C@H:2]([CH2:19][CH3:20])[CH2:3][N:4]2[CH:8]=[CH:7][C:6]([C:9]3[CH:16]=[CH:15][C:12]([C:13]#[N:14])=[C:11]([Cl:17])[C:10]=3[CH3:18])=[N:5]2)=[O:30])[N:28]=1)(=[O:23])[CH3:22]. The yield is 0.114. (3) The reactants are [S:1]1[C:5]([CH2:6][CH2:7][CH2:8][CH2:9][CH2:10][CH2:11][O:12][CH2:13][C:14]2([CH2:18][CH3:19])[CH2:17][O:16][CH2:15]2)=[CH:4][CH:3]=[C:2]1[C:20]1[S:21][CH:22]=[CH:23][CH:24]=1.C([Li])CCC.C(O[B:34]1[O:38][C:37]([CH3:40])([CH3:39])[C:36]([CH3:42])([CH3:41])[O:35]1)(C)C. The catalyst is C1COCC1. The product is [CH2:18]([C:14]1([CH2:13][O:12][CH2:11][CH2:10][CH2:9][CH2:8][CH2:7][CH2:6][C:5]2[S:1][C:2]([C:20]3[S:21][C:22]([B:34]4[O:38][C:37]([CH3:40])([CH3:39])[C:36]([CH3:42])([CH3:41])[O:35]4)=[CH:23][CH:24]=3)=[CH:3][CH:4]=2)[CH2:17][O:16][CH2:15]1)[CH3:19]. The yield is 0.560. (4) The catalyst is C(Cl)Cl.CO.CN(C=O)C.[Li+].[OH-]. The yield is 0.610. The reactants are [CH3:1][O:2][C:3]([NH:5][C@H:6]([C:10]([N:12]1[CH2:16][C@@H:15]([CH2:17][O:18][CH3:19])[CH2:14][C@H:13]1[C:20]1[NH:24][C:23]2[C:25]3[C:30]([CH:31]=[CH:32][C:22]=2[N:21]=1)=[CH:29][C:28]1[C:33]2[C:38]([CH2:39][O:40][C:27]=1[CH:26]=3)=[CH:37][C:36]([C:41]1[NH:45][C:44]([C@@H:46]3[CH2:50][CH2:49][CH2:48][N:47]3C(OC(C)(C)C)=O)=[N:43][CH:42]=1)=[CH:35][CH:34]=2)=[O:11])[CH:7]([CH3:9])C)=[O:4].Cl.[CH3:59][O:60][C:61]([NH:63][C@H:64]([C:68]1[CH:73]=[CH:72][CH:71]=[CH:70][CH:69]=1)[C:65]([OH:67])=O)=[O:62].CCN(C(C)C)C(C)C.C[CH2:84][O:85]C(C(C#N)=NOC(N1CCOCC1)=[N+](C)C)=O.F[P-](F)(F)(F)(F)F. The product is [CH3:1][O:2][C:3]([NH:5][C@@H:6]([CH:7]([O:85][CH3:84])[CH3:9])[C:10]([N:12]1[CH2:16][C@@H:15]([CH2:17][O:18][CH3:19])[CH2:14][C@H:13]1[C:20]1[NH:24][C:23]2[C:25]3[C:30]([CH:31]=[CH:32][C:22]=2[N:21]=1)=[CH:29][C:28]1[C:33]2[C:38]([CH2:39][O:40][C:27]=1[CH:26]=3)=[CH:37][C:36]([C:41]1[NH:45][C:44]([C@@H:46]3[CH2:50][CH2:49][CH2:48][N:47]3[C:65](=[O:67])[C@H:64]([NH:63][C:61](=[O:62])[O:60][CH3:59])[C:68]3[CH:73]=[CH:72][CH:71]=[CH:70][CH:69]=3)=[N:43][CH:42]=1)=[CH:35][CH:34]=2)=[O:11])=[O:4]. (5) The reactants are [NH2:1][CH2:2][CH:3]1[CH:8]([OH:9])[CH2:7][CH2:6][N:5]([CH2:10][C:11]2[CH:16]=[CH:15][CH:14]=[CH:13][CH:12]=2)[CH2:4]1.[C:17](O[C:17]([O:19][C:20]([CH3:23])([CH3:22])[CH3:21])=[O:18])([O:19][C:20]([CH3:23])([CH3:22])[CH3:21])=[O:18]. The catalyst is ClCCl. The product is [OH:9][CH:8]1[CH2:7][CH2:6][N:5]([CH2:10][C:11]2[CH:16]=[CH:15][CH:14]=[CH:13][CH:12]=2)[CH2:4][CH:3]1[CH2:2][NH:1][C:17](=[O:18])[O:19][C:20]([CH3:23])([CH3:22])[CH3:21]. The yield is 0.810. (6) The reactants are [C:1]([O:5][C:6]([N:8]1[C@@H:12]([CH2:13][C:14]2[CH:19]=[CH:18][C:17]([OH:20])=[CH:16][CH:15]=2)[CH2:11][O:10][C:9]1([CH3:22])[CH3:21])=[O:7])([CH3:4])([CH3:3])[CH3:2].I[C:24]1[CH:29]=[CH:28][C:27]([O:30][CH3:31])=[CH:26][CH:25]=1.CN(C)CC(O)=O.C(=O)([O-])[O-].[Cs+].[Cs+]. The catalyst is O1CCOCC1.ClCCl. The product is [C:1]([O:5][C:6]([N:8]1[C@@H:12]([CH2:13][C:14]2[CH:15]=[CH:16][C:17]([O:20][C:24]3[CH:29]=[CH:28][C:27]([O:30][CH3:31])=[CH:26][CH:25]=3)=[CH:18][CH:19]=2)[CH2:11][O:10][C:9]1([CH3:22])[CH3:21])=[O:7])([CH3:4])([CH3:2])[CH3:3]. The yield is 0.510. (7) The product is [CH2:2]([O:4][C:5](=[O:26])/[CH:6]=[CH:37]/[C:28]1[CH:29]=[CH:30][C:31]2[C:36](=[CH:35][CH:34]=[CH:33][CH:32]=2)[N:27]=1)[CH3:3]. The reactants are [Br-].[CH2:2]([O:4][C:5](=[O:26])[CH2:6][P+](C1C=CC=CC=1)(C1C=CC=CC=1)C1C=CC=CC=1)[CH3:3].[N:27]1[C:36]2[C:31](=[CH:32][CH:33]=[CH:34][CH:35]=2)[CH:30]=[CH:29][C:28]=1[CH:37]=O. The catalyst is CCO. The yield is 0.760.